Dataset: CYP3A4 inhibition data for predicting drug metabolism from PubChem BioAssay. Task: Regression/Classification. Given a drug SMILES string, predict its absorption, distribution, metabolism, or excretion properties. Task type varies by dataset: regression for continuous measurements (e.g., permeability, clearance, half-life) or binary classification for categorical outcomes (e.g., BBB penetration, CYP inhibition). Dataset: cyp3a4_veith. (1) The drug is O=C1CCCC=C1[C@@H](O)CCOC(c1ccccc1)(c1ccccc1)c1ccccc1. The result is 0 (non-inhibitor). (2) The molecule is C[C@H]1C[C@H](C)C(=O)[C@@H]([C@H](O)CC2CC(=O)NC(=O)C2)C1. The result is 0 (non-inhibitor). (3) The compound is CC(C)(C)c1[nH]nc2c1C(c1ccc(OC(=O)c3ccco3)cc1)C(C#N)=C(N)O2. The result is 1 (inhibitor). (4) The compound is Cc1nc2c(C#N)c[nH]n2c(=O)c1Cc1ccccc1. The result is 0 (non-inhibitor). (5) The molecule is Cc1ccc(C)c(C(=O)CN2C(=O)c3ccccc3S2(=O)=O)c1. The result is 1 (inhibitor). (6) The compound is COC(=O)COc1ccc(Cl)cc1C1Nc2ccccc2C(=O)N1c1ccc(OC)cc1. The result is 1 (inhibitor). (7) The result is 0 (non-inhibitor). The compound is CCCCN(C(=O)NC(=O)Nc1ccccc1OCC)S(C)(=O)=O.